From a dataset of Forward reaction prediction with 1.9M reactions from USPTO patents (1976-2016). Predict the product of the given reaction. (1) Given the reactants [F:1][CH:2]([F:21])[C:3]([C:5]1[CH:10]=[CH:9][C:8](B2OC(C)(C)C(C)(C)O2)=[CH:7][C:6]=1[F:20])=[O:4].Br[C:23]1[CH:28]=[CH:27][C:26]([F:29])=[CH:25][N:24]=1.C([O-])([O-])=O.[Na+].[Na+], predict the reaction product. The product is: [F:21][CH:2]([F:1])[C:3]([C:5]1[CH:10]=[CH:9][C:8]([C:23]2[CH:28]=[CH:27][C:26]([F:29])=[CH:25][N:24]=2)=[CH:7][C:6]=1[F:20])=[O:4]. (2) The product is: [CH3:1][C:2]1[N:6]([C:7]2[CH:8]=[CH:9][C:10]([N+:13]([O-:15])=[O:14])=[CH:11][CH:12]=2)[N:5]=[C:4]([C:16]([N:40]2[CH2:41][CH2:42][N:37]([CH3:36])[CH2:38][CH2:39]2)=[O:18])[N:3]=1. Given the reactants [CH3:1][C:2]1[N:6]([C:7]2[CH:12]=[CH:11][C:10]([N+:13]([O-:15])=[O:14])=[CH:9][CH:8]=2)[N:5]=[C:4]([C:16]([OH:18])=O)[N:3]=1.CCN(C(C)C)C(C)C.C(OC(Cl)=O)C(C)C.[CH3:36][N:37]1[CH2:42][CH2:41][NH:40][CH2:39][CH2:38]1, predict the reaction product. (3) Given the reactants [CH:1]1([NH:7][CH2:8][CH2:9][CH2:10][NH2:11])[CH2:6][CH2:5][CH2:4][CH2:3][CH2:2]1.[F:12][C:13]1[CH:18]=[CH:17][CH:16]=[CH:15][C:14]=1/[CH:19]=[CH:20]/[C:21](ON1C(=O)CCC1=O)=[O:22], predict the reaction product. The product is: [CH:1]1([NH:7][CH2:8][CH2:9][CH2:10][NH:11][C:21](=[O:22])/[CH:20]=[CH:19]/[C:14]2[CH:15]=[CH:16][CH:17]=[CH:18][C:13]=2[F:12])[CH2:6][CH2:5][CH2:4][CH2:3][CH2:2]1. (4) Given the reactants C([O:8][CH2:9][CH2:10][CH2:11][CH2:12][N:13]1[C:17]([C:18]2[CH:23]=[CH:22][C:21]([F:24])=[CH:20][CH:19]=2)=[C:16]([C:25]2[CH:26]=[CH:27][C:28]3[O:33][CH2:32][C:31](=[O:34])[NH:30][C:29]=3[CH:35]=2)[C:15]([CH3:36])=[N:14]1)C1C=CC=CC=1, predict the reaction product. The product is: [F:24][C:21]1[CH:20]=[CH:19][C:18]([C:17]2[N:13]([CH2:12][CH2:11][CH2:10][CH2:9][OH:8])[N:14]=[C:15]([CH3:36])[C:16]=2[C:25]2[CH:26]=[CH:27][C:28]3[O:33][CH2:32][C:31](=[O:34])[NH:30][C:29]=3[CH:35]=2)=[CH:23][CH:22]=1. (5) Given the reactants [F:1][C:2]1[C:7]([F:8])=[C:6]([NH:9][C:10]2[CH:15]=[CH:14][C:13]([I:16])=[CH:12][C:11]=2[F:17])[C:5]([NH2:18])=[CH:4][CH:3]=1.[CH3:19][C:20]1[S:24][C:23]([S:25](Cl)(=[O:27])=[O:26])=[CH:22][CH:21]=1, predict the reaction product. The product is: [F:8][C:7]1[C:6]([NH:9][C:10]2[CH:15]=[CH:14][C:13]([I:16])=[CH:12][C:11]=2[F:17])=[C:5]([NH:18][S:25]([C:23]2[S:24][C:20]([CH3:19])=[CH:21][CH:22]=2)(=[O:27])=[O:26])[CH:4]=[CH:3][C:2]=1[F:1]. (6) Given the reactants [NH:1]1[CH2:6][CH2:5][O:4][CH2:3][CH2:2]1.[Br:7][C:8]1[CH:13]=[CH:12][C:11](Br)=[CH:10][CH:9]=1.C([O-])([O-])=O.[Cs+].[Cs+].C(P(C(C)(C)C)C1C=CC=CC=1C1C=CC=CC=1)(C)(C)C, predict the reaction product. The product is: [Br:7][C:8]1[CH:13]=[CH:12][C:11]([N:1]2[CH2:6][CH2:5][O:4][CH2:3][CH2:2]2)=[CH:10][CH:9]=1. (7) Given the reactants [C:1]([O:5][C:6]([N:8]1[CH2:13][CH2:12][CH2:11][C@@H:10]([OH:14])[CH2:9]1)=[O:7])([CH3:4])([CH3:3])[CH3:2].C1(P(C2C=CC=CC=2)C2C=CC=CC=2)C=CC=CC=1.[NH2:34][C:35]1[C:44]2[C:39](=[CH:40][C:41](O)=[CH:42][CH:43]=2)[CH:38]=[CH:37][N:36]=1.CCOC(/N=N/C(OCC)=O)=O.[OH-].[Na+], predict the reaction product. The product is: [C:1]([O:5][C:6]([N:8]1[CH2:13][CH2:12][CH2:11][CH:10]([O:14][C:41]2[CH:40]=[C:39]3[C:44](=[CH:43][CH:42]=2)[C:35]([NH2:34])=[N:36][CH:37]=[CH:38]3)[CH2:9]1)=[O:7])([CH3:4])([CH3:2])[CH3:3]. (8) The product is: [CH3:55][N:56]([CH2:47][CH2:46][N:49]1[CH2:52][CH2:54][O:83][CH2:51][CH2:50]1)[C:40]([C:39]1[CH:38]=[CH:37][CH:36]=[C:35]([C:43]([NH:27][C:16]2[CH:17]=[CH:18][C:19]([N:21]3[CH2:26][CH2:25][CH2:24][CH2:23][CH2:22]3)=[CH:20][C:15]=2[C:11]2[CH:10]=[C:9]([C:8](=[O:28])[NH:7][CH2:6][C:5]3[CH:29]=[CH:30][CH:31]=[C:3]([C:2]([F:1])([F:32])[F:33])[CH:4]=3)[CH:14]=[CH:13][N:12]=2)=[O:45])[N:34]=1)=[O:42]. Given the reactants [F:1][C:2]([F:33])([F:32])[C:3]1[CH:4]=[C:5]([CH:29]=[CH:30][CH:31]=1)[CH2:6][NH:7][C:8](=[O:28])[C:9]1[CH:14]=[CH:13][N:12]=[C:11]([C:15]2[CH:20]=[C:19]([N:21]3[CH2:26][CH2:25][CH2:24][CH2:23][CH2:22]3)[CH:18]=[CH:17][C:16]=2[NH2:27])[CH:10]=1.[N:34]1[C:39]([C:40]([OH:42])=O)=[CH:38][CH:37]=[CH:36][C:35]=1[C:43]([OH:45])=O.[CH:46]([N:49]([CH:52]([CH3:54])C)[CH2:50][CH3:51])(C)[CH3:47].[CH3:55][N:56](C(ON1N=NC2C=CC=NC1=2)=[N+](C)C)C.F[P-](F)(F)(F)(F)F.CN(C=[O:83])C, predict the reaction product.